This data is from Reaction yield outcomes from USPTO patents with 853,638 reactions. The task is: Predict the reaction yield, written as a fraction of the theoretical maximum amount of product (1.0 means a 100% yield; for example, 0.34 means a 34% yield). (1) The reactants are [CH3:1][O:2][C:3]1[CH:12]=[C:11]2[C:6]([N:7]=[CH:8][C:9](=[O:47])[N:10]2[CH2:13][CH:14]([NH:34]S(C2C=CC=CC=2[N+]([O-])=O)(=O)=O)[C@H:15]2[CH2:20][CH2:19][C@H:18]([NH:21][CH2:22][C:23]3[CH:24]=[CH:25][C:26]4[O:27][CH2:28][C:29](=[O:33])[NH:30][C:31]=4[N:32]=3)[CH2:17][CH2:16]2)=[CH:5][CH:4]=1.C1(S)C=CC=CC=1.C(=O)([O-])[O-].[K+].[K+]. The catalyst is CN(C=O)C. The product is [NH2:34][CH:14]([C@H:15]1[CH2:20][CH2:19][C@H:18]([NH:21][CH2:22][C:23]2[CH:24]=[CH:25][C:26]3[O:27][CH2:28][C:29](=[O:33])[NH:30][C:31]=3[N:32]=2)[CH2:17][CH2:16]1)[CH2:13][N:10]1[C:11]2[C:6](=[CH:5][CH:4]=[C:3]([O:2][CH3:1])[CH:12]=2)[N:7]=[CH:8][C:9]1=[O:47]. The yield is 0.580. (2) The reactants are [OH:1][CH2:2][C:3]1[CH:8]=[CH:7][CH:6]=[CH:5][C:4]=1B(O)O.Br[C:13]1[CH:18]=[CH:17][C:16]([C:19]2[N:20]=[CH:21][C:22]([NH2:25])=[N:23][CH:24]=2)=[C:15]([F:26])[CH:14]=1.C(Cl)Cl.C([O-])([O-])=O.[Na+].[Na+]. The catalyst is CN(C=O)C.C1C=CC(P(C2C=CC=CC=2)[C-]2C=CC=C2)=CC=1.C1C=CC(P(C2C=CC=CC=2)[C-]2C=CC=C2)=CC=1.Cl[Pd]Cl.[Fe+2]. The product is [NH2:25][C:22]1[N:23]=[CH:24][C:19]([C:16]2[C:15]([F:26])=[CH:14][C:13]([C:4]3[CH:5]=[CH:6][CH:7]=[CH:8][C:3]=3[CH2:2][OH:1])=[CH:18][CH:17]=2)=[N:20][CH:21]=1. The yield is 0.620. (3) The reactants are [CH3:1][C:2]([OH:6])([C:4]#[CH:5])[CH3:3].C1CCN2C(=NCCC2)CC1.C(OC(C(F)(F)F)=O)(C(F)(F)F)=O.[Br:31][C:32]1[CH:33]=[CH:34][C:35](O)=[C:36]([CH:39]=1)[CH:37]=[O:38]. The catalyst is CC#N. The product is [Br:31][C:32]1[CH:33]=[C:34]2[C:35](=[C:36]([CH:37]=[O:38])[CH:39]=1)[O:6][C:2]([CH3:3])([CH3:1])[CH:4]=[CH:5]2. The yield is 0.840.